This data is from Full USPTO retrosynthesis dataset with 1.9M reactions from patents (1976-2016). The task is: Predict the reactants needed to synthesize the given product. (1) Given the product [CH3:27][O:29][C:18]1[CH:3]=[CH:4][C:5]2[S:9][C:8]([NH:10][N:11]=[C:12]3[C:13]([NH2:14])=[N:26][N:25]=[C:15]3[NH2:16])=[N:7][C:6]=2[CH:17]=1, predict the reactants needed to synthesize it. The reactants are: CO[C:3]1[CH:18]=[CH:17][C:6]2[N:7]=[C:8]([NH:10][N:11]=[C:12]([C:15]#[N:16])[C:13]#[N:14])[S:9][C:5]=2[CH:4]=1.C(#N)CC#N.O.[NH2:25][NH2:26].[CH2:27]([OH:29])C. (2) Given the product [CH:22]1([C:20]([C:14]2[CH:15]=[C:16]([CH3:19])[CH:17]=[CH:18][C:13]=2[NH:12][C:10](=[O:11])[NH:9][C:6]2[S:7][CH:8]=[C:4]([CH2:3][CH2:2][NH:1][C:27](=[O:29])[CH3:28])[N:5]=2)=[O:21])[CH2:23][CH2:24][CH2:25][CH2:26]1, predict the reactants needed to synthesize it. The reactants are: [NH2:1][CH2:2][CH2:3][C:4]1[N:5]=[C:6]([NH:9][C:10]([NH:12][C:13]2[CH:18]=[CH:17][C:16]([CH3:19])=[CH:15][C:14]=2[C:20]([CH:22]2[CH2:26][CH2:25][CH2:24][CH2:23]2)=[O:21])=[O:11])[S:7][CH:8]=1.[C:27](Cl)(=[O:29])[CH3:28].N1C=CC=CC=1. (3) Given the product [Br:18][CH2:19][CH2:20][O:1][C:2]1[CH:3]=[CH:4][C:5]([CH2:8][C:9]([O:11][CH3:22])=[O:10])=[CH:6][CH:7]=1, predict the reactants needed to synthesize it. The reactants are: [OH:1][C:2]1[CH:7]=[CH:6][C:5]([CH2:8][C:9]([OH:11])=[O:10])=[CH:4][CH:3]=1.C(=O)([O-])[O-].[Cs+].[Cs+].[Br:18][CH2:19][CH2:20]Br.[CH2:22](OCC)C. (4) Given the product [Cl:23][C:20]1[CH:21]=[CH:37][C:36]([N:32]2[CH:27]=[N:43][CH:42]=[N:31]2)=[C:35]([CH:40]=1)[CH2:34][NH:41][C:17]([C:12]1[CH:13]=[CH:14][C:15]2[C:10]([CH:11]=1)=[N:9][N:8]([CH2:7][CH2:6][N:1]1[CH:5]=[CH:4][CH:3]=[N:2]1)[CH:16]=2)=[O:19], predict the reactants needed to synthesize it. The reactants are: [N:1]1([CH2:6][CH2:7][N:8]2[CH:16]=[C:15]3[C:10]([CH:11]=[C:12]([C:17]([OH:19])=O)[CH:13]=[CH:14]3)=[N:9]2)[CH:5]=[CH:4][CH:3]=[N:2]1.[CH2:20]([Cl:23])[CH2:21]Cl.C1C=C[C:27]2[N:32](O)[N:31]=NC=2C=1.[CH2:34]([NH2:41])[C:35]1[CH:40]=CC=[CH:37][CH:36]=1.[CH3:42][N:43](C=O)C. (5) The reactants are: [Cl:1][C:2]1[C:3]([N:8]2[C:12]([C:13]3[O:18][C:17](=[O:19])[C:16]4[CH:20]=[C:21](I)[CH:22]=[C:23]([CH3:24])[C:15]=4[N:14]=3)=[CH:11][C:10]([C:26]([F:29])([F:28])[F:27])=[N:9]2)=[N:4][CH:5]=[CH:6][CH:7]=1.[CH:30]([NH2:33])([CH3:32])[CH3:31]. Given the product [Cl:1][C:2]1[C:3]([N:8]2[C:12]([C:13]([NH:14][C:15]3[C:16]([C:17]([NH:33][CH:30]([CH3:32])[CH3:31])=[O:19])=[CH:20][C:21]([C:17]([O:18][CH3:13])=[O:19])=[CH:22][C:23]=3[CH3:24])=[O:18])=[CH:11][C:10]([C:26]([F:28])([F:27])[F:29])=[N:9]2)=[N:4][CH:5]=[CH:6][CH:7]=1, predict the reactants needed to synthesize it. (6) Given the product [CH3:22][N:15]([C@@H:12]1[CH2:13][CH2:14][N:10]([C:7]2[CH:8]=[CH:9][C:4]([N+:1]([O-:3])=[O:2])=[CH:5][CH:6]=2)[CH2:11]1)[C:16](=[O:18])[CH3:17], predict the reactants needed to synthesize it. The reactants are: [N+:1]([C:4]1[CH:9]=[CH:8][C:7]([N:10]2[CH2:14][CH2:13][C@@H:12]([NH:15][C:16](=[O:18])[CH3:17])[CH2:11]2)=[CH:6][CH:5]=1)([O-:3])=[O:2].[H-].[Na+].I[CH3:22].O. (7) Given the product [ClH:1].[NH2:2][C:3]1[NH:7][C:6]2[CH:8]=[C:9]([N:12]3[C:13](=[O:18])[CH2:20][CH2:14][CH2:15][C:16]3=[O:17])[CH:10]=[CH:11][C:5]=2[N:4]=1, predict the reactants needed to synthesize it. The reactants are: [ClH:1].[NH2:2][C:3]1[NH:7][C:6]2[CH:8]=[C:9]([N:12]3[C:16](=[O:17])[CH:15]=[CH:14][C:13]3=[O:18])[CH:10]=[CH:11][C:5]=2[N:4]=1.N[C:20]1C=CC2N=C(N(C(OC(C)(C)C)=O)C(OC(C)(C)C)=O)N(C(OC(C)(C)C)=O)C=2C=1.C1(=O)OC(=O)CCC1. (8) Given the product [CH3:25][C:20]1([CH3:26])[C:21]([CH3:24])([CH3:23])[O:22][B:18]([C:2]2[CH:3]=[C:4]3[C:8](=[CH:9][CH:10]=2)[N:7]([C:11]([O:13][C:14]([CH3:17])([CH3:16])[CH3:15])=[O:12])[N:6]=[CH:5]3)[O:19]1, predict the reactants needed to synthesize it. The reactants are: Br[C:2]1[CH:3]=[C:4]2[C:8](=[CH:9][CH:10]=1)[N:7]([C:11]([O:13][C:14]([CH3:17])([CH3:16])[CH3:15])=[O:12])[N:6]=[CH:5]2.[B:18]1([B:18]2[O:22][C:21]([CH3:24])([CH3:23])[C:20]([CH3:26])([CH3:25])[O:19]2)[O:22][C:21]([CH3:24])([CH3:23])[C:20]([CH3:26])([CH3:25])[O:19]1.C([O-])(=O)C.[K+].